This data is from Full USPTO retrosynthesis dataset with 1.9M reactions from patents (1976-2016). The task is: Predict the reactants needed to synthesize the given product. (1) Given the product [Br:1][C:2]1[CH:3]=[N:4][C:5]2[N:6]([N:8]=[C:9]([C:11]([N:20]3[CH2:21][CH2:22][N:17]4[CH:16]=[CH:15][N:14]=[C:18]4[CH2:19]3)=[O:13])[CH:10]=2)[CH:7]=1, predict the reactants needed to synthesize it. The reactants are: [Br:1][C:2]1[CH:3]=[N:4][C:5]2[N:6]([N:8]=[C:9]([C:11]([OH:13])=O)[CH:10]=2)[CH:7]=1.[N:14]1[CH:15]=[CH:16][N:17]2[CH2:22][CH2:21][NH:20][CH2:19][C:18]=12. (2) Given the product [OH:16][CH:17]1[CH2:22][CH2:21][CH2:20][N:19]([CH2:23][CH2:15][C:14]2[NH:3][C:4](=[O:13])[C:5]3[C:6]([CH:12]=2)=[CH:7][CH:8]=[CH:9][CH:10]=3)[CH2:18]1, predict the reactants needed to synthesize it. The reactants are: C([N:3]([CH2:14][CH3:15])[C:4](=[O:13])[C:5]1[CH:10]=[CH:9][CH:8]=[C:7](C)[C:6]=1[CH3:12])C.[OH:16][CH:17]1[CH2:22][CH2:21][CH2:20][N:19]([CH2:23]CC#N)[CH2:18]1.